Dataset: Forward reaction prediction with 1.9M reactions from USPTO patents (1976-2016). Task: Predict the product of the given reaction. (1) Given the reactants [Br:1][C:2]1[CH:10]=[CH:9][C:5]([C:6]([O-:8])=O)=[C:4]([CH2:11]Br)[CH:3]=1.[NH2:13][CH2:14][CH:15]([OH:17])[CH3:16], predict the reaction product. The product is: [Br:1][C:2]1[CH:3]=[C:4]2[C:5](=[CH:9][CH:10]=1)[C:6](=[O:8])[N:13]([CH2:14][CH:15]([OH:17])[CH3:16])[CH2:11]2. (2) The product is: [Cl:1][C:2]1[C:7](=[O:8])[N:6]([C:9]2[CH:10]=[C:11]([C:12](=[O:13])[C:32]#[CH:33])[CH:18]=[CH:19][C:20]=2[CH3:21])[C:5]([CH3:22])=[N:4][C:3]=1[O:23][CH2:24][C:25]1[CH:30]=[CH:29][CH:28]=[C:27]([F:31])[N:26]=1. Given the reactants [Cl:1][C:2]1[C:7](=[O:8])[N:6]([C:9]2[CH:10]=[C:11]([CH:18]=[CH:19][C:20]=2[CH3:21])[C:12](N(OC)C)=[O:13])[C:5]([CH3:22])=[N:4][C:3]=1[O:23][CH2:24][C:25]1[CH:30]=[CH:29][CH:28]=[C:27]([F:31])[N:26]=1.[C:32]([Mg]Cl)#[CH:33], predict the reaction product. (3) Given the reactants [F:1][C:2]1([F:24])[CH2:5][N:4]([C:6]([C:8]2[C:12]3[CH:13]=[C:14]([CH:19](OC)[O:20]C)[C:15]([F:18])=[C:16]([F:17])[C:11]=3[O:10][N:9]=2)=[O:7])[CH2:3]1.O, predict the reaction product. The product is: [F:24][C:2]1([F:1])[CH2:3][N:4]([C:6]([C:8]2[C:12]3[CH:13]=[C:14]([CH:19]=[O:20])[C:15]([F:18])=[C:16]([F:17])[C:11]=3[O:10][N:9]=2)=[O:7])[CH2:5]1.